This data is from Reaction yield outcomes from USPTO patents with 853,638 reactions. The task is: Predict the reaction yield, written as a fraction of the theoretical maximum amount of product (1.0 means a 100% yield; for example, 0.34 means a 34% yield). (1) The reactants are [CH3:1][O:2][C:3]1[CH:4]=[C:5]2[C:10](=[CH:11][C:12]=1[O:13][CH3:14])[N:9]=[CH:8][CH:7]=[C:6]2[CH3:15].CC1[N:18]([C:23]2[CH:24]=[C:25]([C:29]([N:31]3C=C[N:33]=[CH:32]3)=O)[CH:26]=[N:27][CH:28]=2)C(C)=CC=1.[Li+].C[Si]([N-][Si](C)(C)C)(C)C.C([O-])(=O)C.[NH4+].Cl.NO.N1C=CC=C1. No catalyst specified. The product is [NH2:18][C:23]1[CH:24]=[C:25]([C:29]2[CH:15]=[C:6]3[C:7](=[C:32]([NH2:33])[N:31]=2)[CH:8]=[N:9][C:10]2[CH:11]=[C:12]([O:13][CH3:14])[C:3]([O:2][CH3:1])=[CH:4][C:5]3=2)[CH:26]=[N:27][CH:28]=1. The yield is 0.280. (2) The reactants are C([O:8][C:9]1[CH:14]=[C:13]([O:15]CC2C=CC=CC=2)[C:12]([C:23]([CH3:25])=[CH2:24])=[CH:11][C:10]=1[C:26]([N:28]1[CH2:36][C:35]2[C:30](=[CH:31][CH:32]=[C:33]([O:37][CH2:38][CH2:39][N:40]([CH3:42])[CH3:41])[CH:34]=2)[CH2:29]1)=[O:27])C1C=CC=CC=1.[CH3:43]O. The catalyst is [Pd]. The product is [OH:8][C:9]1[CH:14]=[C:13]([OH:15])[C:12]([CH:23]([CH3:24])[CH3:25])=[CH:11][C:10]=1[C:26]([N:28]1[CH2:36][C:35]2[C:30](=[C:31]([CH3:43])[CH:32]=[C:33]([O:37][CH2:38][CH2:39][N:40]([CH3:42])[CH3:41])[CH:34]=2)[CH2:29]1)=[O:27]. The yield is 0.350. (3) The reactants are [OH:1][C:2]1[CH:7]=[CH:6][C:5]([CH2:8][C:9]([O:11][CH3:12])=[O:10])=[CH:4][C:3]=1[O:13][CH3:14].[Cl:15][C:16]1[CH:33]=[CH:32][C:19]([CH2:20][CH2:21][NH:22][C:23](=[O:31])[C:24]2[CH:29]=[CH:28][C:27](I)=[CH:26][CH:25]=2)=[CH:18][CH:17]=1.CC(C)(C(=O)CC(=O)C(C)(C)C)C.C([O-])([O-])=O.[Cs+].[Cs+]. The catalyst is CN1C(=O)CCC1. The product is [Cl:15][C:16]1[CH:17]=[CH:18][C:19]([CH2:20][CH2:21][NH:22][C:23]([C:24]2[CH:25]=[CH:26][C:27]([O:1][C:2]3[CH:7]=[CH:6][C:5]([CH2:8][C:9]([O:11][CH3:12])=[O:10])=[CH:4][C:3]=3[O:13][CH3:14])=[CH:28][CH:29]=2)=[O:31])=[CH:32][CH:33]=1. The yield is 0.446. (4) The reactants are [CH3:1][S:2][C:3]1[CH:8]=[CH:7][C:6]([CH3:9])=[CH:5][CH:4]=1.S(Cl)([Cl:13])(=O)=O. The catalyst is C(Cl)Cl. The product is [Cl:13][CH2:1][S:2][C:3]1[CH:8]=[CH:7][C:6]([CH3:9])=[CH:5][CH:4]=1. The yield is 0.420. (5) The reactants are [NH2:1][C:2]1[N:7]=[CH:6][N:5]=[C:4]2[N:8]([CH2:25][C@H:26]([NH:28][C:29](=[O:45])[C:30]([C:43]#[N:44])=[CH:31][C:32]([NH:35]C(=O)OC(C)(C)C)([CH3:34])[CH3:33])[CH3:27])[N:9]=[C:10]([C:11]3[CH:16]=[CH:15][C:14]([O:17][C:18]4[CH:23]=[CH:22][CH:21]=[CH:20][CH:19]=4)=[CH:13][C:12]=3[F:24])[C:3]=12.[ClH:46].C(OCC)C. The catalyst is CO.O1CCOCC1. The product is [ClH:46].[NH2:35][C:32]([CH3:33])([CH3:34])[CH:31]=[C:30]([C:43]#[N:44])[C:29]([NH:28][C@H:26]([CH3:27])[CH2:25][N:8]1[C:4]2=[N:5][CH:6]=[N:7][C:2]([NH2:1])=[C:3]2[C:10]([C:11]2[CH:16]=[CH:15][C:14]([O:17][C:18]3[CH:23]=[CH:22][CH:21]=[CH:20][CH:19]=3)=[CH:13][C:12]=2[F:24])=[N:9]1)=[O:45]. The yield is 0.950. (6) The reactants are [OH:1][C@@:2]1([C:9]#[C:10][C:11]2[CH:12]=[C:13]([C:17]3[N:22]=[C:21]([C:23]([O:25]CC)=O)[CH:20]=[C:19]([C:28]4[CH:32]=[CH:31][N:30]([CH3:33])[N:29]=4)[N:18]=3)[CH:14]=[CH:15][CH:16]=2)[CH2:6][CH2:5][N:4]([CH3:7])[C:3]1=[O:8].[NH3:34]. No catalyst specified. The product is [OH:1][C@@:2]1([C:9]#[C:10][C:11]2[CH:12]=[C:13]([C:17]3[N:22]=[C:21]([C:23]([NH2:34])=[O:25])[CH:20]=[C:19]([C:28]4[CH:32]=[CH:31][N:30]([CH3:33])[N:29]=4)[N:18]=3)[CH:14]=[CH:15][CH:16]=2)[CH2:6][CH2:5][N:4]([CH3:7])[C:3]1=[O:8]. The yield is 0.280. (7) The reactants are [CH3:1][CH:2]([N:4]1[C:9](=[O:10])[CH2:8][C:7](=[O:11])[N:6]([CH:12]([CH3:14])[CH3:13])[C:5]1=[O:15])[CH3:3].C(N(C(C)C)CC)(C)C.[N:25]([CH2:28][C:29]([O:31]CC)=[O:30])=[C:26]=[O:27]. The catalyst is C(Cl)(Cl)Cl. The product is [OH:10][C:9]1[N:4]([CH:2]([CH3:1])[CH3:3])[C:5](=[O:15])[N:6]([CH:12]([CH3:14])[CH3:13])[C:7](=[O:11])[C:8]=1[C:26]([NH:25][CH2:28][C:29]([OH:31])=[O:30])=[O:27]. The yield is 0.690. (8) The reactants are [OH:1][CH2:2][C@H:3]1[CH2:7][CH2:6][N:5]([C:8]2[CH:15]=[C:14]([CH3:16])[CH:13]=[CH:12][C:9]=2[CH:10]=O)[CH2:4]1.[N:17]1([C:23]([O:25][C:26]([CH3:29])([CH3:28])[CH3:27])=[O:24])[CH2:22][CH2:21][NH:20][CH2:19][CH2:18]1.ClCCCl.[BH-](OC(C)=O)(OC(C)=O)OC(C)=O.[Na+]. The catalyst is O. The product is [OH:1][CH2:2][C@H:3]1[CH2:7][CH2:6][N:5]([C:8]2[CH:15]=[C:14]([CH3:16])[CH:13]=[CH:12][C:9]=2[CH2:10][N:20]2[CH2:19][CH2:18][N:17]([C:23]([O:25][C:26]([CH3:29])([CH3:28])[CH3:27])=[O:24])[CH2:22][CH2:21]2)[CH2:4]1. The yield is 0.880.